From a dataset of Full USPTO retrosynthesis dataset with 1.9M reactions from patents (1976-2016). Predict the reactants needed to synthesize the given product. (1) Given the product [CH2:5]1[C:11]2[CH:12]=[CH:13][C:14]([NH:16][C:17]([C:19]3[CH:24]=[CH:23][N:22]=[CH:21][CH:20]=3)=[O:18])=[CH:15][C:10]=2[CH2:9][CH2:8][NH:7][CH2:6]1, predict the reactants needed to synthesize it. The reactants are: CC([CH:5]1[C:11]2[CH:12]=[CH:13][C:14]([NH:16][C:17]([C:19]3[CH:24]=[CH:23][N:22]=[CH:21][CH:20]=3)=[O:18])=[CH:15][C:10]=2[CH2:9][CH2:8][N:7](C([O-])=O)[CH2:6]1)(C)C.FC(F)(F)C(O)=O. (2) Given the product [Br:19][C:20]1[CH:25]=[CH:24][C:23]([N:4]2[C:5]([CH3:18])=[C:6]([CH2:7][C:8]3[CH:17]=[CH:16][C:11]([C:12]([O:14][CH3:15])=[O:13])=[CH:10][CH:9]=3)[C:2]([CH3:1])=[N:3]2)=[CH:22][C:21]=1[Cl:27].[Br:19][C:20]1[CH:25]=[CH:24][C:23]([N:3]2[C:2]([CH3:1])=[C:6]([CH2:7][C:8]3[CH:17]=[CH:16][C:11]([C:12]([OH:14])=[O:13])=[CH:10][CH:9]=3)[C:5]([CH3:18])=[N:4]2)=[CH:22][C:21]=1[Cl:27], predict the reactants needed to synthesize it. The reactants are: [CH3:1][C:2]1[C:6]([CH2:7][C:8]2[CH:17]=[CH:16][C:11]([C:12]([O:14][CH3:15])=[O:13])=[CH:10][CH:9]=2)=[C:5]([CH3:18])[NH:4][N:3]=1.[Br:19][C:20]1[CH:25]=[CH:24][C:23](F)=[CH:22][C:21]=1[Cl:27].C(=O)([O-])[O-].[K+].[K+].[Cl-].[NH4+]. (3) Given the product [NH2:15][C:10]1[CH:11]=[CH:12][CH:13]=[C:14]2[C:9]=1[C:8](=[O:18])[C:7]1([NH:19][C:20]([C:22]3[NH:23][C:24]4[C:29]([CH:30]=3)=[CH:28][CH:27]=[CH:26][CH:25]=4)=[O:21])[C:6]3[CH:31]=[CH:32][C:33]([CH:35]([CH3:37])[CH3:36])=[CH:34][C:5]=3[O:4][C:3]12[OH:2], predict the reactants needed to synthesize it. The reactants are: Cl.[OH:2][C:3]12[C:14]3[C:9](=[C:10]([N+:15]([O-])=O)[CH:11]=[CH:12][CH:13]=3)[C:8](=[O:18])[C:7]1([NH:19][C:20]([C:22]1[NH:23][C:24]3[C:29]([CH:30]=1)=[CH:28][CH:27]=[CH:26][CH:25]=3)=[O:21])[C:6]1[CH:31]=[CH:32][C:33]([CH:35]([CH3:37])[CH3:36])=[CH:34][C:5]=1[O:4]2.C(O)C. (4) Given the product [F:19][C:20]1[CH:21]=[C:22]([C:30]2[N:31]=[C:32]([NH:35][C:12](=[O:14])[CH2:11][C:10]3[C:6]4[C:5](=[O:16])[N:4]([CH3:17])[C:3](=[O:18])[N:2]([CH3:1])[C:7]=4[N:8]([CH3:15])[CH:9]=3)[S:33][CH:34]=2)[CH:23]=[CH:24][C:25]=1[C:26]([F:29])([F:27])[F:28], predict the reactants needed to synthesize it. The reactants are: [CH3:1][N:2]1[C:7]2[N:8]([CH3:15])[CH:9]=[C:10]([CH2:11][C:12]([OH:14])=O)[C:6]=2[C:5](=[O:16])[N:4]([CH3:17])[C:3]1=[O:18].[F:19][C:20]1[CH:21]=[C:22]([C:30]2[N:31]=[C:32]([NH2:35])[S:33][CH:34]=2)[CH:23]=[CH:24][C:25]=1[C:26]([F:29])([F:28])[F:27].CCN=C=NCCCN(C)C.Cl.C1C=CC2N(O)N=NC=2C=1. (5) The reactants are: [C:1]([NH:4][C:5]1[N:10]=[C:9]([C:11]([OH:13])=O)[CH:8]=[CH:7][CH:6]=1)(=[O:3])[CH3:2].[NH2:14]/[C:15](=[N:36]\O)/[C:16]1[CH:21]=[CH:20][C:19]([S:22]([NH:25][C:26]2[CH:27]=[C:28]([NH:32][C:33](=[O:35])[CH3:34])[CH:29]=[CH:30][CH:31]=2)(=[O:24])=[O:23])=[CH:18][CH:17]=1. Given the product [C:33]([NH:32][C:28]1[CH:27]=[C:26]([NH:25][S:22]([C:19]2[CH:18]=[CH:17][C:16]([C:15]3[N:36]=[C:11]([C:9]4[N:10]=[C:5]([NH:4][C:1](=[O:3])[CH3:2])[CH:6]=[CH:7][CH:8]=4)[O:13][N:14]=3)=[CH:21][CH:20]=2)(=[O:24])=[O:23])[CH:31]=[CH:30][CH:29]=1)(=[O:35])[CH3:34], predict the reactants needed to synthesize it.